Task: Predict the product of the given reaction.. Dataset: Forward reaction prediction with 1.9M reactions from USPTO patents (1976-2016) (1) Given the reactants C[Si]([N-][Si](C)(C)C)(C)C.[Li+].F[C:12]1[C:13]([C:18]2[NH:27][C:26](=[O:28])[C:25]3[C:20](=[CH:21][C:22]([O:31][CH3:32])=[CH:23][C:24]=3[O:29][CH3:30])[N:19]=2)=[N:14][CH:15]=[CH:16][CH:17]=1.[NH2:33][CH:34]1[CH2:39][CH2:38][N:37]([C:40](=[O:44])[CH:41]([CH3:43])[CH3:42])[CH2:36][CH2:35]1, predict the reaction product. The product is: [C:40]([N:37]1[CH2:36][CH2:35][CH:34]([NH:33][C:12]2[C:13]([C:18]3[NH:27][C:26](=[O:28])[C:25]4[C:20](=[CH:21][C:22]([O:31][CH3:32])=[CH:23][C:24]=4[O:29][CH3:30])[N:19]=3)=[N:14][CH:15]=[CH:16][CH:17]=2)[CH2:39][CH2:38]1)(=[O:44])[CH:41]([CH3:43])[CH3:42]. (2) Given the reactants [C:1]1([CH:7]([C:11]2[CH:16]=[CH:15][CH:14]=[CH:13][CH:12]=2)[CH2:8][NH:9][CH3:10])[CH:6]=[CH:5][CH:4]=[CH:3][CH:2]=1.C([C:20]1[CH:30]=[CH:29][CH:28]=[CH:27][C:21]=1[CH:22]([OH:26])[C:23](Cl)=[O:24])(=O)C.C(N(CC)CC)C.[OH-].[Li+], predict the reaction product. The product is: [C:11]1([CH:7]([C:1]2[CH:2]=[CH:3][CH:4]=[CH:5][CH:6]=2)[CH2:8][N:9]([CH3:10])[C:23](=[O:24])[CH:22]([OH:26])[C:21]2[CH:20]=[CH:30][CH:29]=[CH:28][CH:27]=2)[CH:12]=[CH:13][CH:14]=[CH:15][CH:16]=1.